From a dataset of Full USPTO retrosynthesis dataset with 1.9M reactions from patents (1976-2016). Predict the reactants needed to synthesize the given product. (1) Given the product [C:1]1([C:7]2[CH:12]=[C:11]([C:13]3[CH:14]=[N:15][CH:16]=[CH:17][CH:18]=3)[N:10]=[N:9][C:8]=2[C:19]2[CH:26]=[CH:25][C:22]([CH2:23][N:50]3[CH2:55][CH2:54][CH:53]([C:56]4[N:60]=[C:59]([C:61]5[CH:66]=[CH:65][CH:64]=[CH:63][N:62]=5)[NH:58][N:57]=4)[CH2:52][CH2:51]3)=[CH:21][CH:20]=2)[CH:6]=[CH:5][CH:4]=[CH:3][CH:2]=1, predict the reactants needed to synthesize it. The reactants are: [C:1]1([C:7]2[CH:12]=[C:11]([C:13]3[CH:14]=[N:15][CH:16]=[CH:17][CH:18]=3)[N:10]=[N:9][C:8]=2[C:19]2[CH:26]=[CH:25][C:22]([CH:23]=O)=[CH:21][CH:20]=2)[CH:6]=[CH:5][CH:4]=[CH:3][CH:2]=1.CN(C)C1N=NC(C2C=CC(C=O)=CC=2)=C(C2C=CC=CC=2)C=1.[NH:50]1[CH2:55][CH2:54][CH:53]([C:56]2[N:60]=[C:59]([C:61]3[CH:66]=[CH:65][CH:64]=[CH:63][N:62]=3)[NH:58][N:57]=2)[CH2:52][CH2:51]1.N1CCC(C2C=C(C3C=CC=CN=3)NN=2)CC1. (2) Given the product [CH3:1][O:2][C:3]1[CH:4]=[C:5]2[C:9](=[CH:10][C:11]=1[O:12][CH3:13])[C:8](=[O:14])[CH:7]([CH2:15][C:16]1[CH:21]=[CH:20][N:19]=[CH:18][CH:17]=1)[CH2:6]2, predict the reactants needed to synthesize it. The reactants are: [CH3:1][O:2][C:3]1[CH:4]=[C:5]2[C:9](=[CH:10][C:11]=1[O:12][CH3:13])[C:8](=[O:14])[C:7](=[CH:15][C:16]1[CH:21]=[CH:20][N:19]=[CH:18][CH:17]=1)[CH2:6]2. (3) Given the product [CH2:1]1[C:10]2[C:5](=[CH:6][CH:7]=[CH:8][CH:9]=2)[CH2:4][CH2:3][N:2]1[C:11]1[C:20]2[C:15](=[CH:16][CH:17]=[C:18]([C:21]3[CH:22]=[C:23]4[N:29]=[C:28]([CH3:30])[NH:27][C:24]4=[N:25][CH:26]=3)[CH:19]=2)[N:14]=[CH:13][N:12]=1, predict the reactants needed to synthesize it. The reactants are: [CH2:1]1[C:10]2[C:5](=[CH:6][CH:7]=[CH:8][CH:9]=2)[CH2:4][CH2:3][N:2]1[C:11]1[C:20]2[C:15](=[CH:16][CH:17]=[C:18]([C:21]3[CH:22]=[C:23]4[N:29]=[C:28]([CH3:30])[N:27](COCC[Si](C)(C)C)[C:24]4=[N:25][CH:26]=3)[CH:19]=2)[N:14]=[CH:13][N:12]=1.FC(F)(F)C(O)=O. (4) Given the product [Cl:13][C:11]1[CH:10]=[N:9][CH:8]=[C:7]([O:6][CH2:5][C@@H:2]2[CH2:3][CH2:4][N:1]2[CH:15]([CH3:17])[CH3:16])[CH:12]=1, predict the reactants needed to synthesize it. The reactants are: [NH:1]1[CH2:4][CH2:3][C@H:2]1[CH2:5][O:6][C:7]1[CH:8]=[N:9][CH:10]=[C:11]([Cl:13])[CH:12]=1.Br[CH:15]([CH3:17])[CH3:16].C(NC(C)C)(C)C.